This data is from Full USPTO retrosynthesis dataset with 1.9M reactions from patents (1976-2016). The task is: Predict the reactants needed to synthesize the given product. (1) Given the product [Cl:1][C:2]1[N:7]=[C:6]([NH:8][S:20]([C:13]2[CH:14]=[CH:15][C:16]([F:19])=[C:17]([F:18])[C:12]=2[F:11])(=[O:22])=[O:21])[C:5]([O:9][CH3:10])=[N:4][CH:3]=1, predict the reactants needed to synthesize it. The reactants are: [Cl:1][C:2]1[N:7]=[C:6]([NH2:8])[C:5]([O:9][CH3:10])=[N:4][CH:3]=1.[F:11][C:12]1[C:17]([F:18])=[C:16]([F:19])[CH:15]=[CH:14][C:13]=1[S:20](Cl)(=[O:22])=[O:21]. (2) Given the product [Cl:1][C:2]1[CH:3]=[CH:4][C:5]2[N:6]([C:8]([I:18])=[CH:9][N:10]=2)[N:7]=1, predict the reactants needed to synthesize it. The reactants are: [Cl:1][C:2]1[CH:3]=[CH:4][C:5]2[N:6]([CH:8]=[CH:9][N:10]=2)[N:7]=1.C1C(=O)N([I:18])C(=O)C1. (3) Given the product [O:1]1[C:5]2[CH:6]=[CH:7][CH:8]=[CH:9][C:4]=2[N:3]=[C:2]1[C:10]([C@@H:12]([NH:16][C:17](=[O:41])[C:18]([CH:30]=[S:31](=[O:33])=[O:32])([CH2:23][C:24]1[CH:29]=[CH:28][CH:27]=[CH:26][CH:25]=1)[CH2:19][S:20]([CH2:23][C:24]1[CH:29]=[CH:28][CH:27]=[CH:26][CH:25]=1)(=[O:22])=[O:21])[CH2:13][CH2:14][CH3:15])=[O:11], predict the reactants needed to synthesize it. The reactants are: [O:1]1[C:5]2[CH:6]=[CH:7][CH:8]=[CH:9][C:4]=2[N:3]=[C:2]1[CH:10]([C@@H:12]([NH:16][C:17](=[O:41])[CH:18]([CH2:30][S:31](CC1C=CC=CC=1)(=[O:33])=[O:32])[CH2:19][S:20]([CH2:23][C:24]1[CH:29]=[CH:28][CH:27]=[CH:26][CH:25]=1)(=[O:22])=[O:21])[CH2:13][CH2:14][CH3:15])[OH:11].S([O-])([O-])(=O)=S.[Na+].[Na+].C(=O)(O)[O-].[Na+]. (4) Given the product [C:20]12([CH2:30][NH:31][C:4](=[O:6])[C:3]3[CH:7]=[CH:8][CH:9]=[N:10][C:2]=3[CH3:1])[CH2:27][CH:26]3[CH2:25][CH:24]([CH2:23][CH:22]([CH2:28]3)[CH2:21]1)[CH2:29]2, predict the reactants needed to synthesize it. The reactants are: [CH3:1][C:2]1[N:10]=[CH:9][CH:8]=[CH:7][C:3]=1[C:4]([OH:6])=O.C(N(C(C)C)CC)(C)C.[C:20]12([CH2:30][NH2:31])[CH2:29][CH:24]3[CH2:25][CH:26]([CH2:28][CH:22]([CH2:23]3)[CH2:21]1)[CH2:27]2.F[P-](F)(F)(F)(F)F.N1(O[P+](N(C)C)(N(C)C)N(C)C)C2C=CC=CC=2N=N1. (5) Given the product [NH2:1][C:2]1[N:11]=[C:10]([C:12]([N:14]2[CH2:15][C:16]3[C:21](=[CH:20][CH:19]=[CH:18][CH:17]=3)[CH2:22]2)=[O:13])[C:9]2[C:4](=[CH:5][CH:6]=[C:7]([C:23]3[CH:30]=[CH:29][CH:28]=[CH:27][C:24]=3[CH2:25][N:31]3[CH2:35][CH2:34][CH2:33][CH:32]3[CH2:36][OH:37])[CH:8]=2)[N:3]=1, predict the reactants needed to synthesize it. The reactants are: [NH2:1][C:2]1[N:11]=[C:10]([C:12]([N:14]2[CH2:22][C:21]3[C:16](=[CH:17][CH:18]=[CH:19][CH:20]=3)[CH2:15]2)=[O:13])[C:9]2[C:4](=[CH:5][CH:6]=[C:7]([C:23]3[CH:30]=[CH:29][CH:28]=[CH:27][C:24]=3[CH:25]=O)[CH:8]=2)[N:3]=1.[NH:31]1[CH2:35][CH2:34][CH2:33][CH:32]1[CH2:36][OH:37].C(O)(=O)C.C(O[BH-](OC(=O)C)OC(=O)C)(=O)C.[Na+]. (6) Given the product [CH2:1]([N:3]([CH2:25][C:26]1[CH:31]=[CH:30][CH:29]=[CH:28][C:27]=1[F:32])[C:4](=[O:24])[CH2:5][C:6]1[CH:23]=[CH:22][C:9]([O:10][CH2:11][C:12]2[CH:21]=[CH:20][CH:19]=[CH:18][C:13]=2[C:14]([OH:16])=[O:15])=[CH:8][CH:7]=1)[CH3:2], predict the reactants needed to synthesize it. The reactants are: [CH2:1]([N:3]([CH2:25][C:26]1[CH:31]=[CH:30][CH:29]=[CH:28][C:27]=1[F:32])[C:4](=[O:24])[CH2:5][C:6]1[CH:23]=[CH:22][C:9]([O:10][CH2:11][C:12]2[CH:21]=[CH:20][CH:19]=[CH:18][C:13]=2[C:14]([O:16]C)=[O:15])=[CH:8][CH:7]=1)[CH3:2].[OH-].[K+]. (7) Given the product [CH3:38][O:37][C:34]1[CH:33]=[CH:32][C:31]([CH2:30][N:8]([CH2:7][C:6]2[CH:5]=[CH:4][C:3]([O:2][CH3:1])=[CH:40][CH:39]=2)[C:9]2[N:10]=[CH:11][C:12]([C:15]3[C:16]4[CH2:29][CH2:28][N:27]([C:42]5[CH:47]=[CH:46][C:45]([C:48]([N:50]6[CH2:55][CH2:54][N:53]([CH2:56][CH3:57])[CH2:52][CH2:51]6)=[O:49])=[CH:44][C:43]=5[CH3:58])[C:17]=4[N:18]=[C:19]([N:21]4[CH2:26][CH2:25][O:24][CH2:23][CH2:22]4)[N:20]=3)=[CH:13][N:14]=2)=[CH:36][CH:35]=1, predict the reactants needed to synthesize it. The reactants are: [CH3:1][O:2][C:3]1[CH:40]=[CH:39][C:6]([CH2:7][N:8]([CH2:30][C:31]2[CH:36]=[CH:35][C:34]([O:37][CH3:38])=[CH:33][CH:32]=2)[C:9]2[N:14]=[CH:13][C:12]([C:15]3[C:16]4[CH2:29][CH2:28][NH:27][C:17]=4[N:18]=[C:19]([N:21]4[CH2:26][CH2:25][O:24][CH2:23][CH2:22]4)[N:20]=3)=[CH:11][N:10]=2)=[CH:5][CH:4]=1.Br[C:42]1[CH:47]=[CH:46][C:45]([C:48]([N:50]2[CH2:55][CH2:54][N:53]([CH2:56][CH3:57])[CH2:52][CH2:51]2)=[O:49])=[CH:44][C:43]=1[CH3:58].